Dataset: Forward reaction prediction with 1.9M reactions from USPTO patents (1976-2016). Task: Predict the product of the given reaction. (1) Given the reactants F[C:2]1[CH:7]=[C:6]([CH2:8][S:9]([CH3:12])(=[O:11])=[O:10])[CH:5]=[CH:4][C:3]=1[N+:13]([O-:15])=[O:14].[CH2:16]([O:20][C:21]1[CH:27]=[C:26]([CH2:28][S:29]([CH3:32])(=[O:31])=[O:30])[CH:25]=[CH:24][C:22]=1[NH2:23])[CH:17]([CH3:19])[CH3:18].[NH2:33][C:34]1[S:35][CH:36]=[CH:37][N:38]=1.CC(C)[CH2:41][OH:42], predict the reaction product. The product is: [CH2:16]([O:20][C:2]1[CH:7]=[C:6]([CH2:8][S:9]([CH3:12])(=[O:11])=[O:10])[CH:5]=[CH:4][C:3]=1[N+:13]([O-:15])=[O:14])[CH:17]([CH3:19])[CH3:18].[CH2:16]([O:20][C:21]1[CH:27]=[C:26]([CH2:28][S:29]([CH3:32])(=[O:31])=[O:30])[CH:25]=[CH:24][C:22]=1[NH:23][C:41]([NH:33][C:34]1[S:35][CH:36]=[CH:37][N:38]=1)=[O:42])[CH:17]([CH3:19])[CH3:18]. (2) Given the reactants [CH:1]([C:3]1[CH:8]=[C:7]([O:9][CH3:10])[CH:6]=[CH:5][C:4]=1B(O)O)=[O:2].[CH3:14][C:15]1[CH:19]=[CH:18][NH:17][N:16]=1.N1C=CC=CC=1, predict the reaction product. The product is: [CH3:10][O:9][C:7]1[CH:6]=[CH:5][C:4]([N:17]2[CH:18]=[CH:19][C:15]([CH3:14])=[N:16]2)=[C:3]([CH:8]=1)[CH:1]=[O:2].